From a dataset of Forward reaction prediction with 1.9M reactions from USPTO patents (1976-2016). Predict the product of the given reaction. (1) The product is: [CH3:21][NH:22][C:2]1[C:7]([CH:8]=[O:9])=[CH:6][N:5]=[C:4]2[NH:10][CH:11]=[N:12][C:3]=12. Given the reactants Cl[C:2]1[C:7]([CH:8]=[O:9])=[CH:6][N:5]=[C:4]2[N:10](COCC[Si](C)(C)C)[CH:11]=[N:12][C:3]=12.[CH3:21][NH2:22], predict the reaction product. (2) Given the reactants Br[C:2]1[CH:7]=[C:6]([Cl:8])[CH:5]=[CH:4][C:3]=1[F:9].CON(C)[C:13]([CH:15]1[CH2:20][CH2:19][N:18]([C:21]([O:23][C:24]([CH3:27])([CH3:26])[CH3:25])=[O:22])[CH2:17][CH2:16]1)=[O:14], predict the reaction product. The product is: [Cl:8][C:6]1[CH:5]=[CH:4][C:3]([F:9])=[C:2]([CH:7]=1)[C:13]([CH:15]1[CH2:20][CH2:19][N:18]([C:21]([O:23][C:24]([CH3:27])([CH3:26])[CH3:25])=[O:22])[CH2:17][CH2:16]1)=[O:14]. (3) Given the reactants [N:1]1[CH:6]=[CH:5][CH:4]=[CH:3][C:2]=1[NH:7][C:8]([N:10]1[C@@H:16]2[CH2:17][N:13]([CH2:14][CH2:15]2)[C:12]2[CH:18]=[CH:19][C:20]([C:22]3[CH:27]=[CH:26][CH:25]=[C:24]([C:28]([F:31])([F:30])[F:29])[CH:23]=3)=[N:21][C:11]1=2)=[O:9].[H-].[Na+].[CH3:34]I, predict the reaction product. The product is: [CH3:34][N:7]([C:2]1[CH:3]=[CH:4][CH:5]=[CH:6][N:1]=1)[C:8]([N:10]1[C@@H:16]2[CH2:17][N:13]([CH2:14][CH2:15]2)[C:12]2[CH:18]=[CH:19][C:20]([C:22]3[CH:27]=[CH:26][CH:25]=[C:24]([C:28]([F:31])([F:30])[F:29])[CH:23]=3)=[N:21][C:11]1=2)=[O:9]. (4) Given the reactants [Cl:1][C:2]1[CH:3]=[N:4][C:5]2[N:6]([N:8]=[C:9]([C:11]([OH:13])=O)[CH:10]=2)[CH:7]=1.[Br:14][C:15]1[CH:20]=[CH:19][CH:18]=[CH:17][C:16]=1[C:21]1[CH2:22][CH2:23][NH:24][CH2:25][CH:26]=1, predict the reaction product. The product is: [Br:14][C:15]1[CH:20]=[CH:19][CH:18]=[CH:17][C:16]=1[C:21]1[CH2:26][CH2:25][N:24]([C:11]([C:9]2[CH:10]=[C:5]3[N:4]=[CH:3][C:2]([Cl:1])=[CH:7][N:6]3[N:8]=2)=[O:13])[CH2:23][CH:22]=1. (5) Given the reactants ClC(Cl)(Cl)[C:3]([C:5]1[C:13]2[C:8](=[CH:9][N:10]=[CH:11][CH:12]=2)[NH:7][C:6]=1[CH3:14])=[O:4].[OH-:17].[K+].[CH3:19]O, predict the reaction product. The product is: [CH3:14][C:6]1[NH:7][C:8]2=[CH:9][N:10]=[CH:11][CH:12]=[C:13]2[C:5]=1[C:3]([O:4][CH3:19])=[O:17]. (6) The product is: [NH:15]1[C:16]2[C:11](=[CH:10][CH:9]=[CH:18][CH:17]=2)[CH:12]=[CH:13][C:14]1=[O:26]. Given the reactants C(S[C:9]1[CH:10]=[C:11]2[C:16](=[CH:17][CH:18]=1)[N:15]([C@@H]1CCCC[C@H]1O)[C:14](=[O:26])[CH:13]=[CH:12]2)C1C=CC=CC=1.C[Si]([N-][Si](C)(C)C)(C)C.[K+].O1CCCC1.IC.[Cl-].[NH4+], predict the reaction product.